This data is from Forward reaction prediction with 1.9M reactions from USPTO patents (1976-2016). The task is: Predict the product of the given reaction. (1) Given the reactants [NH:1]1[CH2:6][CH2:5][C:4](=[C:7]([C:10]2[CH:15]=[CH:14][CH:13]=[CH:12][N:11]=2)[C:8]#[N:9])[CH2:3][CH2:2]1.[CH3:16][CH2:17][N:18](CC)CC.ClCC#N, predict the reaction product. The product is: [C:17]([CH2:16][N:1]1[CH2:6][CH2:5][C:4](=[C:7]([C:10]2[CH:15]=[CH:14][CH:13]=[CH:12][N:11]=2)[C:8]#[N:9])[CH2:3][CH2:2]1)#[N:18]. (2) Given the reactants Cl.Cl.[NH2:3][C@H:4]1[CH2:9][CH2:8][C@H:7]([CH2:10][CH2:11][N:12]2[CH2:17][CH2:16][CH:15]([C:18]([C:20]3[S:21][C:22]([Cl:25])=[CH:23][CH:24]=3)=[O:19])[CH2:14][CH2:13]2)[CH2:6][CH2:5]1.[O:26]1[C:30]2[CH:31]=[CH:32][C:33]([C:35](O)=[O:36])=[CH:34][C:29]=2[O:28][CH2:27]1, predict the reaction product. The product is: [Cl:25][C:22]1[S:21][C:20]([C:18]([CH:15]2[CH2:16][CH2:17][N:12]([CH2:11][CH2:10][C@H:7]3[CH2:8][CH2:9][C@H:4]([NH:3][C:35]([C:33]4[CH:32]=[CH:31][C:30]5[O:26][CH2:27][O:28][C:29]=5[CH:34]=4)=[O:36])[CH2:5][CH2:6]3)[CH2:13][CH2:14]2)=[O:19])=[CH:24][CH:23]=1.